Dataset: NCI-60 drug combinations with 297,098 pairs across 59 cell lines. Task: Regression. Given two drug SMILES strings and cell line genomic features, predict the synergy score measuring deviation from expected non-interaction effect. (1) Drug 1: C1=NC2=C(N1)C(=S)N=CN2. Drug 2: CC1=C(C(=O)C2=C(C1=O)N3CC4C(C3(C2COC(=O)N)OC)N4)N. Cell line: SF-295. Synergy scores: CSS=38.1, Synergy_ZIP=0.423, Synergy_Bliss=2.70, Synergy_Loewe=-5.98, Synergy_HSA=1.52. (2) Drug 1: C1CCC(CC1)NC(=O)N(CCCl)N=O. Drug 2: CC1=C(C(=O)C2=C(C1=O)N3CC4C(C3(C2COC(=O)N)OC)N4)N. Cell line: NCI-H226. Synergy scores: CSS=26.5, Synergy_ZIP=1.53, Synergy_Bliss=5.46, Synergy_Loewe=1.49, Synergy_HSA=7.22. (3) Drug 1: C1=CC(=C2C(=C1NCCNCCO)C(=O)C3=C(C=CC(=C3C2=O)O)O)NCCNCCO. Drug 2: CCC1(CC2CC(C3=C(CCN(C2)C1)C4=CC=CC=C4N3)(C5=C(C=C6C(=C5)C78CCN9C7C(C=CC9)(C(C(C8N6C)(C(=O)OC)O)OC(=O)C)CC)OC)C(=O)OC)O.OS(=O)(=O)O. Cell line: HCT-15. Synergy scores: CSS=58.8, Synergy_ZIP=0.557, Synergy_Bliss=1.83, Synergy_Loewe=-1.32, Synergy_HSA=2.60. (4) Drug 1: CC1CCC2CC(C(=CC=CC=CC(CC(C(=O)C(C(C(=CC(C(=O)CC(OC(=O)C3CCCCN3C(=O)C(=O)C1(O2)O)C(C)CC4CCC(C(C4)OC)OCCO)C)C)O)OC)C)C)C)OC. Drug 2: CN1C2=C(C=C(C=C2)N(CCCl)CCCl)N=C1CCCC(=O)O.Cl. Cell line: MCF7. Synergy scores: CSS=23.4, Synergy_ZIP=-3.92, Synergy_Bliss=0.721, Synergy_Loewe=-87.5, Synergy_HSA=-0.178.